This data is from NCI-60 drug combinations with 297,098 pairs across 59 cell lines. The task is: Regression. Given two drug SMILES strings and cell line genomic features, predict the synergy score measuring deviation from expected non-interaction effect. (1) Drug 1: C1=NC2=C(N=C(N=C2N1C3C(C(C(O3)CO)O)F)Cl)N. Drug 2: CCN(CC)CCCC(C)NC1=C2C=C(C=CC2=NC3=C1C=CC(=C3)Cl)OC. Cell line: HCT116. Synergy scores: CSS=38.0, Synergy_ZIP=3.62, Synergy_Bliss=4.26, Synergy_Loewe=6.63, Synergy_HSA=6.67. (2) Drug 1: C1CN(CCN1C(=O)CCBr)C(=O)CCBr. Drug 2: COCCOC1=C(C=C2C(=C1)C(=NC=N2)NC3=CC=CC(=C3)C#C)OCCOC.Cl. Cell line: HOP-92. Synergy scores: CSS=22.2, Synergy_ZIP=-8.75, Synergy_Bliss=-7.77, Synergy_Loewe=-3.91, Synergy_HSA=-3.58. (3) Drug 1: CS(=O)(=O)CCNCC1=CC=C(O1)C2=CC3=C(C=C2)N=CN=C3NC4=CC(=C(C=C4)OCC5=CC(=CC=C5)F)Cl. Drug 2: CC1=C(N=C(N=C1N)C(CC(=O)N)NCC(C(=O)N)N)C(=O)NC(C(C2=CN=CN2)OC3C(C(C(C(O3)CO)O)O)OC4C(C(C(C(O4)CO)O)OC(=O)N)O)C(=O)NC(C)C(C(C)C(=O)NC(C(C)O)C(=O)NCCC5=NC(=CS5)C6=NC(=CS6)C(=O)NCCC[S+](C)C)O. Cell line: SNB-19. Synergy scores: CSS=7.13, Synergy_ZIP=-7.06, Synergy_Bliss=-3.07, Synergy_Loewe=-14.7, Synergy_HSA=-2.82. (4) Drug 1: C1CNP(=O)(OC1)N(CCCl)CCCl. Drug 2: CC12CCC3C(C1CCC2OP(=O)(O)O)CCC4=C3C=CC(=C4)OC(=O)N(CCCl)CCCl.[Na+]. Cell line: HOP-92. Synergy scores: CSS=5.12, Synergy_ZIP=4.00, Synergy_Bliss=10.5, Synergy_Loewe=-6.41, Synergy_HSA=-0.782. (5) Drug 1: CC12CCC(CC1=CCC3C2CCC4(C3CC=C4C5=CN=CC=C5)C)O. Drug 2: CN(C)N=NC1=C(NC=N1)C(=O)N. Cell line: UACC-257. Synergy scores: CSS=-3.01, Synergy_ZIP=1.49, Synergy_Bliss=-3.39, Synergy_Loewe=-13.4, Synergy_HSA=-9.06. (6) Drug 1: C1C(C(OC1N2C=NC3=C(N=C(N=C32)Cl)N)CO)O. Drug 2: CCC1=C2CN3C(=CC4=C(C3=O)COC(=O)C4(CC)O)C2=NC5=C1C=C(C=C5)O. Cell line: NCI-H226. Synergy scores: CSS=11.5, Synergy_ZIP=-1.18, Synergy_Bliss=4.43, Synergy_Loewe=-5.85, Synergy_HSA=0.468.